Dataset: Full USPTO retrosynthesis dataset with 1.9M reactions from patents (1976-2016). Task: Predict the reactants needed to synthesize the given product. (1) Given the product [O:20]1[C:24]2[CH:25]=[CH:26][CH:27]=[CH:28][C:23]=2[CH:22]=[C:21]1[C:29]1[N:33]2[N:34]=[C:35]([O:17][CH:9]([CH2:10][C:11]3[CH:12]=[CH:13][N:14]=[CH:15][CH:16]=3)[CH2:8][NH2:7])[CH:36]=[CH:37][C:32]2=[N:31][CH:30]=1, predict the reactants needed to synthesize it. The reactants are: C(O)(=O)C(O)=O.[NH2:7][CH2:8][CH:9]([OH:17])[CH2:10][C:11]1[CH:16]=[CH:15][N:14]=[CH:13][CH:12]=1.[H-].[Na+].[O:20]1[C:24]2[CH:25]=[CH:26][CH:27]=[CH:28][C:23]=2[CH:22]=[C:21]1[C:29]1[N:33]2[N:34]=[C:35](Cl)[CH:36]=[CH:37][C:32]2=[N:31][CH:30]=1. (2) Given the product [CH3:9][O:8][C:6](=[O:7])[C:5]1[CH:10]=[C:11]([I:12])[C:2]([NH2:1])=[N:3][CH:4]=1, predict the reactants needed to synthesize it. The reactants are: [NH2:1][C:2]1[CH:11]=[CH:10][C:5]([C:6]([O:8][CH3:9])=[O:7])=[CH:4][N:3]=1.[I:12]I. (3) Given the product [Cl:1][C:2]1[CH:3]=[C:4]([CH:8]=[CH:9][C:10]=1[F:11])[C:5]([N:13]([CH3:12])[C:14]1[CH:15]=[N:16][CH:17]=[CH:18][C:19]=1[C:20]1[CH:25]=[CH:24][CH:23]=[CH:22][C:21]=1[CH3:26])=[O:6], predict the reactants needed to synthesize it. The reactants are: [Cl:1][C:2]1[CH:3]=[C:4]([CH:8]=[CH:9][C:10]=1[F:11])[C:5](Cl)=[O:6].[CH3:12][NH:13][C:14]1[CH:15]=[N:16][CH:17]=[CH:18][C:19]=1[C:20]1[CH:25]=[CH:24][CH:23]=[CH:22][C:21]=1[CH3:26].CCN(C(C)C)C(C)C. (4) Given the product [CH3:39][O:38][C:31]1[CH:32]=[C:33]([O:36][CH3:37])[CH:34]=[CH:35][C:30]=1[CH2:29][N:23]1[CH2:22][CH:21]([C:19]([OH:20])=[O:41])[C:25]2([CH2:26][CH2:27]2)[C:24]1=[O:28], predict the reactants needed to synthesize it. The reactants are: O.[OH-].[Li+].OO.C([C@@H]1COC(=O)N1[C:19]([CH:21]1[C:25]2([CH2:27][CH2:26]2)[C:24](=[O:28])[N:23]([CH2:29][C:30]2[CH:35]=[CH:34][C:33]([O:36][CH3:37])=[CH:32][C:31]=2[O:38][CH3:39])[CH2:22]1)=[O:20])C1C=CC=CC=1.S([O-])(O)=[O:41].[Na+]. (5) Given the product [Br:9][C:5]1[C:6]([CH3:8])=[CH:7][C:2]([N:10]2[CH2:15][CH2:14][S:13](=[O:17])(=[O:16])[CH2:12][CH2:11]2)=[N:3][CH:4]=1, predict the reactants needed to synthesize it. The reactants are: Br[C:2]1[CH:7]=[C:6]([CH3:8])[C:5]([Br:9])=[CH:4][N:3]=1.[NH:10]1[CH2:15][CH2:14][S:13](=[O:17])(=[O:16])[CH2:12][CH2:11]1.CC1(C)C2C(=C(P(C3C=CC=CC=3)C3C=CC=CC=3)C=CC=2)OC2C(P(C3C=CC=CC=3)C3C=CC=CC=3)=CC=CC1=2.CC([O-])(C)C.[Na+]. (6) Given the product [CH3:15][N:8]([CH:9]1[CH2:14][CH2:13][O:12][CH2:11][CH2:10]1)[C:6]([C:5]1[CH:16]=[CH:17][C:2]([N:22]2[CH2:27][CH2:26][CH2:25][C@@H:24]([CH2:28][C:29]([O:31][CH3:32])=[O:30])[CH2:23]2)=[N:3][C:4]=1[S:18][CH2:19][CH2:20][CH3:21])=[O:7], predict the reactants needed to synthesize it. The reactants are: Cl[C:2]1[CH:17]=[CH:16][C:5]([C:6]([N:8]([CH3:15])[CH:9]2[CH2:14][CH2:13][O:12][CH2:11][CH2:10]2)=[O:7])=[C:4]([S:18][CH2:19][CH2:20][CH3:21])[N:3]=1.[NH:22]1[CH2:27][CH2:26][CH2:25][C@@H:24]([CH2:28][C:29]([O:31][CH3:32])=[O:30])[CH2:23]1.Cl.C(=O)([O-])[O-].[K+].[K+]. (7) The reactants are: C(O[C:4]([C:6]1[S:10][C:9]2[CH:11]=[CH:12][C:13]([O:15][CH3:16])=[CH:14][C:8]=2[CH:7]=1)=[O:5])C.[CH2:17]([Mg]Br)[CH3:18].[CH2:21]1COC[CH2:22]1. Given the product [CH3:16][O:15][C:13]1[CH:12]=[CH:11][C:9]2[S:10][C:6]([C:4]([OH:5])([CH2:17][CH3:18])[CH2:21][CH3:22])=[CH:7][C:8]=2[CH:14]=1, predict the reactants needed to synthesize it.